Dataset: Reaction yield outcomes from USPTO patents with 853,638 reactions. Task: Predict the reaction yield, written as a fraction of the theoretical maximum amount of product (1.0 means a 100% yield; for example, 0.34 means a 34% yield). (1) The reactants are [F:1][C:2]1[CH:3]=[CH:4][C:5]2[C:14]([CH:15]=1)=[N:13][C:12]([O:16][C@H:17]1[CH2:49][N:20]3[C:21](=[O:48])[C@@H:22]([NH:39][C:40]([C:42]4[CH:46]=[C:45]([CH3:47])[O:44][N:43]=4)=[O:41])[CH2:23][CH2:24][CH2:25][CH2:26][CH2:27][CH:28]=[CH:29][C@@H:30]4[CH2:35][C@@:31]4([C:36](O)=[O:37])[NH:32][C:33](=[O:34])[C@@H:19]3[CH2:18]1)=[C:11]1[C:6]=2[CH:7]=[CH:8][CH:9]=[CH:10]1.C(N1C=CN=C1)(N1C=CN=C1)=O.[CH3:62][C:63]1([S:66]([NH2:69])(=[O:68])=[O:67])[CH2:65][CH2:64]1.Cl.O1CCOCC1. The catalyst is ClC(Cl)C. The product is [F:1][C:2]1[CH:3]=[CH:4][C:5]2[C:14]([CH:15]=1)=[N:13][C:12]([O:16][C@H:17]1[CH2:49][N:20]3[C:21](=[O:48])[C@@H:22]([NH:39][C:40]([C:42]4[CH:46]=[C:45]([CH3:47])[O:44][N:43]=4)=[O:41])[CH2:23][CH2:24][CH2:25][CH2:26][CH2:27][CH:28]=[CH:29][C@@H:30]4[CH2:35][C@@:31]4([C:36](=[O:37])[NH:69][S:66]([C:63]4([CH3:62])[CH2:65][CH2:64]4)(=[O:68])=[O:67])[NH:32][C:33](=[O:34])[C@@H:19]3[CH2:18]1)=[C:11]1[C:6]=2[CH:7]=[CH:8][CH:9]=[CH:10]1. The yield is 0.470. (2) The reactants are [CH2:1]([O:3][C:4]1([C:7]2[CH:12]=[CH:11][C:10]([C:13]#[C:14][C:15]3[CH:20]=[CH:19][C:18]([CH2:21][C:22]([O:24]C)=[O:23])=[CH:17][CH:16]=3)=[CH:9][C:8]=2[C:26]([CH3:29])([CH3:28])[CH3:27])[CH2:6][CH2:5]1)[CH3:2].[OH-].[Na+]. The catalyst is C(O)C.O1CCCC1. The product is [CH2:1]([O:3][C:4]1([C:7]2[CH:12]=[CH:11][C:10]([C:13]#[C:14][C:15]3[CH:16]=[CH:17][C:18]([CH2:21][C:22]([OH:24])=[O:23])=[CH:19][CH:20]=3)=[CH:9][C:8]=2[C:26]([CH3:27])([CH3:29])[CH3:28])[CH2:6][CH2:5]1)[CH3:2]. The yield is 0.730. (3) The reactants are [O:1]=[C:2]1[N:20]([C:21]([O:23][C:24]([CH3:27])([CH3:26])[CH3:25])=[O:22])[C@@H:5]2[CH2:6][N:7]([C:10](OCC3C=CC=CC=3)=O)[CH2:8][CH2:9][C@@H:4]2[O:3]1.O=C1N(C(OC(C)(C)C)=O)[C@@H]2CNCC[C@@H]2O1.ClC1[CH:51]=[CH:50][N:49]=[CH:48][C:47]=1[N+:52]([O-:54])=[O:53].CCN(C(C)C)C(C)C. The catalyst is CCO.CCOC(C)=O.CC(O)C.[Pd]. The product is [N+:52]([C:47]1[CH:48]=[N:49][CH:50]=[CH:51][C:10]=1[N:7]1[CH2:8][CH2:9][C@@H:4]2[O:3][C:2](=[O:1])[N:20]([C:21]([O:23][C:24]([CH3:25])([CH3:26])[CH3:27])=[O:22])[C@@H:5]2[CH2:6]1)([O-:54])=[O:53]. The yield is 0.890. (4) The reactants are [NH:1]1[C:9]2[C:4](=[CH:5][CH:6]=[CH:7][CH:8]=2)[CH2:3][C:2]1=[O:10].C([O-])(=O)C.[Na+].[Br:16]Br.O. The catalyst is C(Cl)(Cl)Cl.CCOC(C)=O. The product is [Br:16][C:6]1[CH:5]=[C:4]2[C:9](=[CH:8][CH:7]=1)[NH:1][C:2](=[O:10])[CH2:3]2. The yield is 0.960. (5) The reactants are [CH3:1][O:2][CH2:3][CH2:4][N:5]1[CH:14]([C:15]2[S:16][CH:17]=[CH:18][CH:19]=2)[CH:13]([C:20]([NH:22][C:23]2[CH:28]=[CH:27][CH:26]=[C:25]([O:29][CH3:30])[CH:24]=2)=[O:21])[C:12]2[C:7](=[CH:8][C:9]([N+:31]([O-])=O)=[CH:10][CH:11]=2)[C:6]1=[O:34]. The catalyst is O1CCCC1.[Pd]. The product is [NH2:31][C:9]1[CH:8]=[C:7]2[C:12]([CH:13]([C:20]([NH:22][C:23]3[CH:28]=[CH:27][CH:26]=[C:25]([O:29][CH3:30])[CH:24]=3)=[O:21])[CH:14]([C:15]3[S:16][CH:17]=[CH:18][CH:19]=3)[N:5]([CH2:4][CH2:3][O:2][CH3:1])[C:6]2=[O:34])=[CH:11][CH:10]=1. The yield is 0.0900. (6) The reactants are C([O:8][C:9]1[CH:10]=[CH:11][C:12]([C:16]2[CH2:25][CH2:24][C:19]3([O:23][CH2:22][CH2:21][O:20]3)[CH2:18][CH:17]=2)=[C:13]([OH:15])[CH:14]=1)C1C=CC=CC=1. The product is [O:20]1[C:19]2([CH2:24][CH2:25][CH:16]([C:12]3[CH:11]=[CH:10][C:9]([OH:8])=[CH:14][C:13]=3[OH:15])[CH2:17][CH2:18]2)[O:23][CH2:22][CH2:21]1. The catalyst is [Pd].C(O)C. The yield is 1.00. (7) The reactants are [F:1][C:2]1[CH:7]=[CH:6][C:5]([C:8]2[C:9]3[CH:21]=[CH:20][C:19](=[O:22])[N:18]([C:23]4[CH:28]=[CH:27][CH:26]=[CH:25][C:24]=4[CH3:29])[C:10]=3[N:11]=[C:12](S(C)(=O)=O)[N:13]=2)=[C:4]([CH3:30])[CH:3]=1.[NH2:31][CH:32]1[CH2:37][CH2:36][O:35][CH2:34][CH2:33]1. No catalyst specified. The product is [F:1][C:2]1[CH:7]=[CH:6][C:5]([C:8]2[C:9]3[CH:21]=[CH:20][C:19](=[O:22])[N:18]([C:23]4[CH:28]=[CH:27][CH:26]=[CH:25][C:24]=4[CH3:29])[C:10]=3[N:11]=[C:12]([NH:31][CH:32]3[CH2:37][CH2:36][O:35][CH2:34][CH2:33]3)[N:13]=2)=[C:4]([CH3:30])[CH:3]=1. The yield is 0.900. (8) The catalyst is CN(C)C=O. The reactants are [CH3:1][O:2][C:3]1[CH:4]=[C:5]2[C:9](=[CH:10][CH:11]=1)[NH:8][C:7]([CH3:12])=[CH:6]2.[H-].[Na+].Br[CH2:16][CH2:17][C:18]([O:20]CC)=[O:19]. The yield is 0.770. The product is [CH3:1][O:2][C:3]1[CH:4]=[C:5]2[C:9](=[CH:10][CH:11]=1)[NH:8][C:7]([CH3:12])=[C:6]2[CH2:16][CH2:17][C:18]([OH:20])=[O:19]. (9) The reactants are [OH-].[Na+].[Br:3][C:4]1[CH:5]=[C:6]([N:10]2[CH2:14][CH2:13][CH:12]([C:15]([O:17]C)=[O:16])[CH2:11]2)[CH:7]=[CH:8][CH:9]=1. The catalyst is C1COCC1.CO. The product is [Br:3][C:4]1[CH:5]=[C:6]([N:10]2[CH2:14][CH2:13][CH:12]([C:15]([OH:17])=[O:16])[CH2:11]2)[CH:7]=[CH:8][CH:9]=1. The yield is 0.839. (10) The reactants are [Br:1][C:2]1[CH:9]=[CH:8][C:5]([C:6]#[N:7])=[CH:4][CH:3]=1.[N+:10]([O-])([OH:12])=[O:11]. The catalyst is OS(O)(=O)=O. The product is [Br:1][C:2]1[CH:9]=[CH:8][C:5]([C:6]#[N:7])=[CH:4][C:3]=1[N+:10]([O-:12])=[O:11]. The yield is 0.560.